From a dataset of Forward reaction prediction with 1.9M reactions from USPTO patents (1976-2016). Predict the product of the given reaction. Given the reactants [CH2:1]([O:8][C:9]([N:11]1[CH2:15][C@@H:14]([NH:16][C:17]([O:19][CH2:20][C:21]2[CH:26]=[CH:25][CH:24]=[CH:23][CH:22]=2)=[O:18])[CH2:13][C@H:12]1[CH2:27][N:28]=[N+]=[N-])=[O:10])[C:2]1[CH:7]=[CH:6][CH:5]=[CH:4][CH:3]=1.C1(P(C2C=CC=CC=2)C2C=CC=CC=2)C=CC=CC=1.O.[C:51]([O:55][C:56](O[C:56]([O:55][C:51]([CH3:54])([CH3:53])[CH3:52])=[O:57])=[O:57])([CH3:54])([CH3:53])[CH3:52], predict the reaction product. The product is: [CH2:1]([O:8][C:9]([N:11]1[CH2:15][C@@H:14]([NH:16][C:17]([O:19][CH2:20][C:21]2[CH:26]=[CH:25][CH:24]=[CH:23][CH:22]=2)=[O:18])[CH2:13][C@H:12]1[CH2:27][NH:28][C:56]([O:55][C:51]([CH3:54])([CH3:53])[CH3:52])=[O:57])=[O:10])[C:2]1[CH:7]=[CH:6][CH:5]=[CH:4][CH:3]=1.